From a dataset of Forward reaction prediction with 1.9M reactions from USPTO patents (1976-2016). Predict the product of the given reaction. (1) Given the reactants [CH2:1]([N:5]([CH2:36][CH2:37][CH2:38][CH3:39])[C:6]([C:8]1[N:9]=[C:10]([C:14]2[CH:23]=[CH:22][C:17]([C:18]([O:20]C)=[O:19])=[CH:16][C:15]=2[C:24]([N:26]2[CH2:35][CH2:34][C:33]3[C:28](=[CH:29][CH:30]=[CH:31][CH:32]=3)[CH2:27]2)=[O:25])[N:11]([CH3:13])[CH:12]=1)=[O:7])[CH2:2][CH2:3][CH3:4].C1COCC1.CO.O.O[Li].O, predict the reaction product. The product is: [CH2:1]([N:5]([CH2:36][CH2:37][CH2:38][CH3:39])[C:6]([C:8]1[N:9]=[C:10]([C:14]2[CH:23]=[CH:22][C:17]([C:18]([OH:20])=[O:19])=[CH:16][C:15]=2[C:24]([N:26]2[CH2:35][CH2:34][C:33]3[C:28](=[CH:29][CH:30]=[CH:31][CH:32]=3)[CH2:27]2)=[O:25])[N:11]([CH3:13])[CH:12]=1)=[O:7])[CH2:2][CH2:3][CH3:4]. (2) Given the reactants [Cl:1][C:2]1[CH:13]=[CH:12][C:5]([C:6]([NH:8][CH:9]2[CH2:11][CH2:10]2)=[O:7])=[CH:4][C:3]=1[N:14]1[CH:19]=[CH:18][N:17]=[C:16]([NH:20][C:21]([C:24]2[CH:29]=[CH:28][CH:27]=[CH:26][C:25]=2[O:30][CH2:31][CH2:32]Cl)([CH3:23])[CH3:22])[C:15]1=[O:34].[CH3:35][NH2:36], predict the reaction product. The product is: [Cl:1][C:2]1[CH:13]=[CH:12][C:5]([C:6]([NH:8][CH:9]2[CH2:11][CH2:10]2)=[O:7])=[CH:4][C:3]=1[N:14]1[CH:19]=[CH:18][N:17]=[C:16]([NH:20][C:21]([CH3:22])([C:24]2[CH:29]=[CH:28][CH:27]=[CH:26][C:25]=2[O:30][CH2:31][CH2:32][NH:36][CH3:35])[CH3:23])[C:15]1=[O:34].